This data is from Forward reaction prediction with 1.9M reactions from USPTO patents (1976-2016). The task is: Predict the product of the given reaction. (1) Given the reactants C(OC([N:8]1[CH2:12][CH2:11][CH:10]([N:13]2[CH2:17][CH2:16][CH2:15][CH:14]2[CH3:18])[CH2:9]1)=O)(C)(C)C.[ClH:19].N#N.[OH-].[K+], predict the reaction product. The product is: [ClH:19].[CH3:18][CH:14]1[CH2:15][CH2:16][CH2:17][N:13]1[CH:10]1[CH2:11][CH2:12][NH:8][CH2:9]1. (2) Given the reactants [NH2:1][C:2]1[CH:7]=[CH:6][C:5]([S:8]([NH2:11])(=[O:10])=[O:9])=[CH:4][CH:3]=1.Cl.[C:13](Cl)(Cl)=[S:14], predict the reaction product. The product is: [N:1]([C:2]1[CH:7]=[CH:6][C:5]([S:8]([NH2:11])(=[O:9])=[O:10])=[CH:4][CH:3]=1)=[C:13]=[S:14]. (3) Given the reactants [NH:1]1[C:7]2[CH:8]=[CH:9][CH:10]=[CH:11][C:6]=2[CH2:5][CH2:4][CH2:3][CH2:2]1.[C:12]([C:14]1[CH:22]=[CH:21][C:17]([C:18](O)=[O:19])=[CH:16][CH:15]=1)#[N:13].C(N(CC)CC)C, predict the reaction product. The product is: [C:12]([C:14]1[CH:22]=[CH:21][C:17]([C:18]([N:1]2[C:7]3[CH:8]=[CH:9][CH:10]=[CH:11][C:6]=3[CH2:5][CH2:4][CH2:3][CH2:2]2)=[O:19])=[CH:16][CH:15]=1)#[N:13]. (4) Given the reactants [CH3:1][C:2]1[C:20]([CH3:21])=[C:19]([CH3:22])[C:18]([CH3:23])=[C:17]([CH3:24])[C:3]=1[CH2:4][N:5]1[CH2:10][CH2:9][N:8]([CH2:11][C:12](OCC)=[O:13])[CH2:7][CH2:6]1.[NH2:25][NH2:26], predict the reaction product. The product is: [CH3:1][C:2]1[C:20]([CH3:21])=[C:19]([CH3:22])[C:18]([CH3:23])=[C:17]([CH3:24])[C:3]=1[CH2:4][N:5]1[CH2:6][CH2:7][N:8]([CH2:11][C:12]([NH:25][NH2:26])=[O:13])[CH2:9][CH2:10]1. (5) The product is: [OH:8][C:9]1[CH:10]=[C:11]([CH:14]=[C:15]([CH2:17][CH2:18][CH2:19][O:20][CH3:21])[CH:16]=1)[CH:12]=[O:13]. Given the reactants [Si]([O:8][C:9]1[CH:10]=[C:11]([CH:14]=[C:15]([CH2:17][CH2:18][CH2:19][O:20][CH3:21])[CH:16]=1)[CH:12]=[O:13])(C(C)(C)C)(C)C.[F-].C([N+](CCCC)(CCCC)CCCC)CCC, predict the reaction product. (6) Given the reactants [OH:1][C@@H:2]1[CH2:26][CH2:25][C@@:24]2([CH3:27])[CH:4]([C@@H:5]([OH:29])[CH2:6][C@@H:7]3[C@@H:23]2[CH2:22][CH2:21][C@@:20]2([CH3:28])[C@H:8]3[CH2:9][CH2:10][C@@H:11]2[C@H:12]([CH3:19])[CH2:13][CH2:14][C:15]([O:17][CH3:18])=[O:16])[CH2:3]1.O, predict the reaction product. The product is: [O:1]=[C:2]1[CH2:26][CH2:25][C@@:24]2([CH3:27])[CH:4]([C@@H:5]([OH:29])[CH2:6][C@@H:7]3[C@@H:23]2[CH2:22][CH2:21][C@@:20]2([CH3:28])[C@H:8]3[CH2:9][CH2:10][C@@H:11]2[C@H:12]([CH3:19])[CH2:13][CH2:14][C:15]([O:17][CH3:18])=[O:16])[CH2:3]1. (7) The product is: [OH:10][CH2:8][CH:3]1[CH2:4][O:5][CH2:6][CH2:7][N:2]1[C:11]([O:13][C:14]([CH3:17])([CH3:16])[CH3:15])=[O:12]. Given the reactants B.[NH:2]1[CH2:7][CH2:6][O:5][CH2:4][CH:3]1[C:8]([OH:10])=O.[C:11](O[C:11]([O:13][C:14]([CH3:17])([CH3:16])[CH3:15])=[O:12])([O:13][C:14]([CH3:17])([CH3:16])[CH3:15])=[O:12], predict the reaction product. (8) Given the reactants Br[C:2]1[S:6][C:5]([N:7]([CH:15]([CH3:17])[CH3:16])[C:8](=[O:14])[O:9][C:10]([CH3:13])([CH3:12])[CH3:11])=[N:4][CH:3]=1.C([Li])CCC.C(O[B:27]1[O:31][C:30]([CH3:33])([CH3:32])[C:29]([CH3:35])([CH3:34])[O:28]1)(C)C.[Cl-].[NH4+], predict the reaction product. The product is: [C:10]([O:9][C:8](=[O:14])[N:7]([CH:15]([CH3:17])[CH3:16])[C:5]1[S:6][C:2]([B:27]2[O:31][C:30]([CH3:33])([CH3:32])[C:29]([CH3:35])([CH3:34])[O:28]2)=[CH:3][N:4]=1)([CH3:13])([CH3:12])[CH3:11].